Dataset: NCI-60 drug combinations with 297,098 pairs across 59 cell lines. Task: Regression. Given two drug SMILES strings and cell line genomic features, predict the synergy score measuring deviation from expected non-interaction effect. (1) Drug 1: COC1=C(C=C2C(=C1)N=CN=C2NC3=CC(=C(C=C3)F)Cl)OCCCN4CCOCC4. Drug 2: CC1CCC2CC(C(=CC=CC=CC(CC(C(=O)C(C(C(=CC(C(=O)CC(OC(=O)C3CCCCN3C(=O)C(=O)C1(O2)O)C(C)CC4CCC(C(C4)OC)OCCO)C)C)O)OC)C)C)C)OC. Cell line: CCRF-CEM. Synergy scores: CSS=25.6, Synergy_ZIP=-8.33, Synergy_Bliss=1.62, Synergy_Loewe=-10.0, Synergy_HSA=3.92. (2) Drug 1: CCC1(CC2CC(C3=C(CCN(C2)C1)C4=CC=CC=C4N3)(C5=C(C=C6C(=C5)C78CCN9C7C(C=CC9)(C(C(C8N6C=O)(C(=O)OC)O)OC(=O)C)CC)OC)C(=O)OC)O.OS(=O)(=O)O. Drug 2: CC12CCC3C(C1CCC2OP(=O)(O)O)CCC4=C3C=CC(=C4)OC(=O)N(CCCl)CCCl.[Na+]. Cell line: HOP-62. Synergy scores: CSS=23.2, Synergy_ZIP=5.13, Synergy_Bliss=9.29, Synergy_Loewe=9.58, Synergy_HSA=4.36. (3) Drug 1: C1CCC(C1)C(CC#N)N2C=C(C=N2)C3=C4C=CNC4=NC=N3. Drug 2: C1=CC(=CC=C1CCCC(=O)O)N(CCCl)CCCl. Cell line: MDA-MB-435. Synergy scores: CSS=-11.2, Synergy_ZIP=6.50, Synergy_Bliss=-3.35, Synergy_Loewe=-11.0, Synergy_HSA=-9.33. (4) Drug 1: COC1=CC(=CC(=C1O)OC)C2C3C(COC3=O)C(C4=CC5=C(C=C24)OCO5)OC6C(C(C7C(O6)COC(O7)C8=CC=CS8)O)O. Drug 2: C1CCC(CC1)NC(=O)N(CCCl)N=O. Cell line: SF-539. Synergy scores: CSS=52.1, Synergy_ZIP=-4.02, Synergy_Bliss=-0.261, Synergy_Loewe=-21.1, Synergy_HSA=2.57. (5) Drug 1: CN(CC1=CN=C2C(=N1)C(=NC(=N2)N)N)C3=CC=C(C=C3)C(=O)NC(CCC(=O)O)C(=O)O. Drug 2: C1CN1P(=S)(N2CC2)N3CC3. Cell line: CAKI-1. Synergy scores: CSS=51.0, Synergy_ZIP=-1.49, Synergy_Bliss=0.422, Synergy_Loewe=-5.71, Synergy_HSA=-5.20. (6) Drug 1: CC12CCC(CC1=CCC3C2CCC4(C3CC=C4C5=CN=CC=C5)C)O. Drug 2: COC1=C2C(=CC3=C1OC=C3)C=CC(=O)O2. Cell line: NCI-H226. Synergy scores: CSS=-1.05, Synergy_ZIP=1.96, Synergy_Bliss=1.29, Synergy_Loewe=-3.74, Synergy_HSA=-2.24. (7) Synergy scores: CSS=0.885, Synergy_ZIP=2.04, Synergy_Bliss=3.88, Synergy_Loewe=1.21, Synergy_HSA=-0.381. Drug 2: CC(C)(C#N)C1=CC(=CC(=C1)CN2C=NC=N2)C(C)(C)C#N. Cell line: SR. Drug 1: C1=CC=C(C=C1)NC(=O)CCCCCCC(=O)NO. (8) Drug 1: CNC(=O)C1=CC=CC=C1SC2=CC3=C(C=C2)C(=NN3)C=CC4=CC=CC=N4. Drug 2: CC(C)NC(=O)C1=CC=C(C=C1)CNNC.Cl. Cell line: MDA-MB-435. Synergy scores: CSS=17.7, Synergy_ZIP=5.60, Synergy_Bliss=12.5, Synergy_Loewe=7.38, Synergy_HSA=8.99.